The task is: Binary Classification. Given a drug SMILES string, predict its activity (active/inactive) in a high-throughput screening assay against a specified biological target.. This data is from Tyrosyl-DNA phosphodiesterase HTS with 341,365 compounds. (1) The molecule is O(c1cc(OCC)cc(c1)C(O)=O)CC. The result is 0 (inactive). (2) The molecule is S(c1nc2C3(C(C(CC3)c2nn1)(C)C)C)C(C)C(=O)Nc1ccccc1. The result is 0 (inactive). (3) The drug is O=c1n(nc(c2c1cccc2)Cc1cccnc1)CC(=O)Nc1ccc(OCC)cc1. The result is 0 (inactive). (4) The compound is FC(F)(F)c1ccc(c2nn(nn2)CC(=O)NCCc2ccccc2)cc1. The result is 0 (inactive). (5) The drug is O=C(N1CCN(CC1)c1c(c(ccc1)C)C)c1c2c(c(=O)n(c1)CC)cc(OC)c(OC)c2. The result is 0 (inactive). (6) The molecule is S(=O)(=O)(NCc1sccc1)c1ccc(OC)cc1. The result is 1 (active). (7) The result is 0 (inactive). The molecule is Brc1cc2C(O)(C(=O)N(c2cc1)CC=C)CC(=O)c1c(OC)cc(OC)cc1.